This data is from Full USPTO retrosynthesis dataset with 1.9M reactions from patents (1976-2016). The task is: Predict the reactants needed to synthesize the given product. (1) Given the product [CH2:1]([O:8][C:9]1[CH:14]=[CH:13][CH:12]=[CH:11][C:10]=1[CH:34]([C:33]1[CH:32]=[CH:31][C:30]([CH:29]=[C:28]([F:27])[F:38])=[CH:37][CH:36]=1)[OH:35])[C:2]1[CH:7]=[CH:6][CH:5]=[CH:4][CH:3]=1, predict the reactants needed to synthesize it. The reactants are: [CH2:1]([O:8][C:9]1[CH:14]=[CH:13][CH:12]=[CH:11][C:10]=1Br)[C:2]1[CH:7]=[CH:6][CH:5]=[CH:4][CH:3]=1.CCCCCC.C([Li])CCC.[F:27][C:28]([F:38])=[CH:29][C:30]1[CH:37]=[CH:36][C:33]([CH:34]=[O:35])=[CH:32][CH:31]=1.[Cl-].[NH4+]. (2) Given the product [Cl:29][C:30]1[CH:35]=[C:34]([C:2]2[CH:3]=[C:4]3[C:9](=[CH:10][CH:11]=2)[N:8]=[CH:7][C:6]([C:12]([CH:14]2[CH2:15][CH2:16]2)=[O:13])=[C:5]3[NH:17][CH:18]2[CH2:23][CH2:22][CH:21]([N:24]([CH2:25][CH3:26])[CH2:27][CH3:28])[CH2:20][CH2:19]2)[CH:33]=[C:32]([O:45][CH3:46])[C:31]=1[OH:47], predict the reactants needed to synthesize it. The reactants are: Br[C:2]1[CH:3]=[C:4]2[C:9](=[CH:10][CH:11]=1)[N:8]=[CH:7][C:6]([C:12]([CH:14]1[CH2:16][CH2:15]1)=[O:13])=[C:5]2[NH:17][CH:18]1[CH2:23][CH2:22][CH:21]([N:24]([CH2:27][CH3:28])[CH2:25][CH3:26])[CH2:20][CH2:19]1.[Cl:29][C:30]1[CH:35]=[C:34](B2OC(C)(C)C(C)(C)O2)[CH:33]=[C:32]([O:45][CH3:46])[C:31]=1[OH:47]. (3) Given the product [CH3:16][O:15][C:13]([NH:1][C@H:2]([C@@H:3]([CH3:4])[CH2:5][CH3:6])[CH2:21][C:22]([OH:17])=[O:10])=[O:14], predict the reactants needed to synthesize it. The reactants are: [NH2:1][C@H:2](C(O)=O)[C@H:3]([CH2:5][CH3:6])[CH3:4].[OH-:10].[Na+].Cl[C:13]([O:15][CH3:16])=[O:14].[O:17]1[CH2:22][CH2:21]OCC1. (4) Given the product [C:9]([O:13][C:14](=[O:19])[NH:15][CH2:16][CH2:17][NH:6][C:5]1[CH:7]=[CH:8][C:2]([Br:1])=[CH:3][CH:4]=1)([CH3:12])([CH3:11])[CH3:10], predict the reactants needed to synthesize it. The reactants are: [Br:1][C:2]1[CH:8]=[CH:7][C:5]([NH2:6])=[CH:4][CH:3]=1.[C:9]([O:13][C:14](=[O:19])[NH:15][CH2:16][CH:17]=O)([CH3:12])([CH3:11])[CH3:10].C(O)(=O)C.C([BH3-])#N.[Na+]. (5) Given the product [ClH:3].[Cl:3][C:4]1[CH:5]=[CH:6][C:7]([O:18][CH2:19][CH:20]([CH3:22])[CH3:21])=[C:8]([NH:10][C:11]2[S:12][CH:13]=[C:14]([C:16](=[NH:17])[O:24][CH3:23])[N:15]=2)[CH:9]=1, predict the reactants needed to synthesize it. The reactants are: [H-].[Na+].[Cl:3][C:4]1[CH:5]=[CH:6][C:7]([O:18][CH2:19][CH:20]([CH3:22])[CH3:21])=[C:8]([NH:10][C:11]2[S:12][CH:13]=[C:14]([C:16]#[N:17])[N:15]=2)[CH:9]=1.[CH3:23][OH:24]. (6) Given the product [CH3:1][CH:2]([CH3:15])[CH2:3][CH2:4][NH:5][C:6]([C:8]1[N:9]=[N:10][C:11]([N:26]2[CH2:27][CH2:28][N:23]([CH2:16][C:17]3[CH:18]=[CH:19][CH:20]=[CH:21][CH:22]=3)[CH2:24][CH2:25]2)=[CH:12][CH:13]=1)=[O:7], predict the reactants needed to synthesize it. The reactants are: [CH3:1][CH:2]([CH3:15])[CH2:3][CH2:4][NH:5][C:6]([C:8]1[N:9]=[N:10][C:11](Cl)=[CH:12][CH:13]=1)=[O:7].[CH2:16]([N:23]1[CH2:28][CH2:27][NH:26][CH2:25][CH2:24]1)[C:17]1[CH:22]=[CH:21][CH:20]=[CH:19][CH:18]=1.N12CCCN=C1CCCCC2.